From a dataset of Forward reaction prediction with 1.9M reactions from USPTO patents (1976-2016). Predict the product of the given reaction. The product is: [C:24]1([CH3:27])[CH:25]=[CH:26][C:21]([CH2:20][CH2:19][CH2:18][NH:17][C:15]([N:12]2[CH2:13][CH2:14][CH:9]([NH:8][C:7]3[CH:28]=[CH:29][C:4]([CH2:3][CH2:2][NH:1][CH2:58][C@H:56]([OH:57])[CH2:55][O:54][C:51]4[CH:52]=[CH:53][C:48]([OH:47])=[CH:49][CH:50]=4)=[CH:5][CH:6]=3)[CH2:10][CH2:11]2)=[O:16])=[CH:22][CH:23]=1. Given the reactants [NH2:1][CH2:2][CH2:3][C:4]1[CH:29]=[CH:28][C:7]([NH:8][CH:9]2[CH2:14][CH2:13][N:12]([C:15]([NH:17][CH2:18][CH2:19][CH2:20][C:21]3[CH:26]=[CH:25][C:24]([CH3:27])=[CH:23][CH:22]=3)=[O:16])[CH2:11][CH2:10]2)=[CH:6][CH:5]=1.C([Si]([O:47][C:48]1[CH:53]=[CH:52][C:51]([O:54][CH2:55][CH:56]2[CH2:58][O:57]2)=[CH:50][CH:49]=1)(C1C=CC=CC=1)C1C=CC=CC=1)(C)(C)C, predict the reaction product.